This data is from Aqueous solubility values for 9,982 compounds from the AqSolDB database. The task is: Regression/Classification. Given a drug SMILES string, predict its absorption, distribution, metabolism, or excretion properties. Task type varies by dataset: regression for continuous measurements (e.g., permeability, clearance, half-life) or binary classification for categorical outcomes (e.g., BBB penetration, CYP inhibition). For this dataset (solubility_aqsoldb), we predict Y. (1) The molecule is NC(=O)CBr. The Y is 0.0643 log mol/L. (2) The molecule is O=C(O)CN(C(=S)SCc1ccccc1)c1ccccc1. The Y is -3.92 log mol/L. (3) The drug is Cc1cc(C(C)(C)C)c(O)c(C(C)(C)C)c1. The Y is -5.46 log mol/L.